The task is: Predict the reactants needed to synthesize the given product.. This data is from Full USPTO retrosynthesis dataset with 1.9M reactions from patents (1976-2016). (1) Given the product [C:11]1([C@@H:9]([NH:8][C:6]2[N:7]=[C:2]([C:23]3[CH:24]=[C:19]([CH:20]=[CH:21][CH:22]=3)[CH:17]=[O:18])[CH:3]=[N:4][CH:5]=2)[CH3:10])[CH:16]=[CH:15][CH:14]=[CH:13][CH:12]=1, predict the reactants needed to synthesize it. The reactants are: Cl[C:2]1[N:7]=[C:6]([NH:8][C@H:9]([C:11]2[CH:16]=[CH:15][CH:14]=[CH:13][CH:12]=2)[CH3:10])[CH:5]=[N:4][CH:3]=1.[CH:17]([C:19]1[CH:20]=[C:21](B(O)O)[CH:22]=[CH:23][CH:24]=1)=[O:18].C(=O)([O-])[O-].[Cs+].[Cs+].O. (2) Given the product [Br:17][C:2]1([CH3:18])[CH2:4][C:3]1([C:5]1[CH:6]=[CH:7][CH:8]=[CH:9][CH:10]=1)[C:11]1[CH:12]=[CH:13][CH:14]=[CH:15][CH:16]=1, predict the reactants needed to synthesize it. The reactants are: Br[C:2]1([Br:17])[CH2:4][C:3]1([C:11]1[CH:16]=[CH:15][CH:14]=[CH:13][CH:12]=1)[C:5]1[CH:10]=[CH:9][CH:8]=[CH:7][CH:6]=1.[CH2:18]([Li])CCC.CCCCCC.CI. (3) The reactants are: [CH2:1]([O:3][P:4]([C:9]1[CH:14]=[CH:13][C:12]([N+:15]([O-])=O)=[CH:11][CH:10]=1)(=[O:8])[O:5][CH2:6][CH3:7])[CH3:2].[H][H]. Given the product [CH2:6]([O:5][P:4]([C:9]1[CH:10]=[CH:11][C:12]([NH2:15])=[CH:13][CH:14]=1)(=[O:8])[O:3][CH2:1][CH3:2])[CH3:7], predict the reactants needed to synthesize it. (4) Given the product [Cl:10][CH2:11][C:12]([NH:1][C:2]1[CH:3]=[N:4][CH:5]=[CH:6][CH:7]=1)=[O:13], predict the reactants needed to synthesize it. The reactants are: [NH2:1][C:2]1[CH:3]=[N:4][CH:5]=[CH:6][CH:7]=1.[OH-].[Na+].[Cl:10][CH2:11][C:12](Cl)=[O:13]. (5) Given the product [C:6]([O:10][C:11](=[O:33])[NH:12][C@@H:13]1[CH2:18][CH2:17][CH2:16][N:15]([C:19](=[O:32])[C:20]2[CH:25]=[C:24]([N+:26]([O-:28])=[O:27])[C:23]([NH:5][CH2:4][CH2:3][O:2][CH3:1])=[C:22]([O:30][CH3:31])[CH:21]=2)[CH2:14]1)([CH3:9])([CH3:7])[CH3:8], predict the reactants needed to synthesize it. The reactants are: [CH3:1][O:2][CH2:3][CH2:4][NH2:5].[C:6]([O:10][C:11](=[O:33])[NH:12][C@@H:13]1[CH2:18][CH2:17][CH2:16][N:15]([C:19](=[O:32])[C:20]2[CH:25]=[C:24]([N+:26]([O-:28])=[O:27])[C:23](Cl)=[C:22]([O:30][CH3:31])[CH:21]=2)[CH2:14]1)([CH3:9])([CH3:8])[CH3:7].